This data is from Reaction yield outcomes from USPTO patents with 853,638 reactions. The task is: Predict the reaction yield, written as a fraction of the theoretical maximum amount of product (1.0 means a 100% yield; for example, 0.34 means a 34% yield). The reactants are [Cl:1][C:2]1[CH:3]=[C:4]([N:8]2[C:13](=[O:14])[C:12](OS(C3C=CC(C)=CC=3)(=O)=O)=[C:11]([C:26]3[CH:31]=[CH:30][C:29]([S:32]([CH3:35])(=[O:34])=[O:33])=[CH:28][CH:27]=3)[CH:10]=[N:9]2)[CH:5]=[CH:6][CH:7]=1.[CH2:36]([SH:43])[C:37]1[CH:42]=[CH:41][CH:40]=[CH:39][CH:38]=1.O. The catalyst is C1COCC1. The product is [Cl:1][C:2]1[CH:3]=[C:4]([N:8]2[C:13](=[O:14])[C:12]([S:43][CH2:36][C:37]3[CH:42]=[CH:41][CH:40]=[CH:39][CH:38]=3)=[C:11]([C:26]3[CH:31]=[CH:30][C:29]([S:32]([CH3:35])(=[O:34])=[O:33])=[CH:28][CH:27]=3)[CH:10]=[N:9]2)[CH:5]=[CH:6][CH:7]=1. The yield is 0.850.